From a dataset of Forward reaction prediction with 1.9M reactions from USPTO patents (1976-2016). Predict the product of the given reaction. (1) The product is: [F:1][C:2]1[CH:11]=[C:10]([F:12])[CH:9]=[C:8]2[C:3]=1[CH:4]([O:13][C:14]1[C:22]3[N:21]=[C:20]([CH3:23])[NH:19][C:18]=3[CH:17]=[C:16]([C:24]([N:28]([CH2:29][CH2:30][OH:31])[CH3:27])=[O:26])[CH:15]=1)[CH2:5][CH2:6][O:7]2. Given the reactants [F:1][C:2]1[CH:11]=[C:10]([F:12])[CH:9]=[C:8]2[C:3]=1[CH:4]([O:13][C:14]1[C:22]3[N:21]=[C:20]([CH3:23])[NH:19][C:18]=3[CH:17]=[C:16]([C:24]([OH:26])=O)[CH:15]=1)[CH2:5][CH2:6][O:7]2.[CH3:27][NH:28][CH2:29][CH2:30][OH:31], predict the reaction product. (2) Given the reactants [CH2:1]([C:3]1[C:7]2[CH:8]=[C:9]([C:12]([F:15])([F:14])[F:13])[CH:10]=[CH:11][C:6]=2[S:5][C:4]=1[CH:16]([CH2:34][CH2:35][CH2:36][CH3:37])[CH2:17][CH2:18][O:19][C:20]1[CH:25]=[CH:24][C:23]([O:26][CH2:27][C:28]([O:30]CC)=[O:29])=[C:22]([CH3:33])[CH:21]=1)[CH3:2].[OH-].[Na+], predict the reaction product. The product is: [CH2:1]([C:3]1[C:7]2[CH:8]=[C:9]([C:12]([F:15])([F:13])[F:14])[CH:10]=[CH:11][C:6]=2[S:5][C:4]=1[CH:16]([CH2:34][CH2:35][CH2:36][CH3:37])[CH2:17][CH2:18][O:19][C:20]1[CH:25]=[CH:24][C:23]([O:26][CH2:27][C:28]([OH:30])=[O:29])=[C:22]([CH3:33])[CH:21]=1)[CH3:2]. (3) Given the reactants Cl.Cl.[CH3:3][C:4]1[N:9]=[CH:8][N:7]=[C:6]([C:10]2[CH:11]=[C:12]3[C:16](=[CH:17][CH:18]=2)[C@H:15]([N:19]2[CH2:22][C:21]4([CH2:27][CH2:26][NH:25][CH2:24][CH2:23]4)[CH2:20]2)[CH2:14][CH2:13]3)[CH:5]=1.C(N(CC)CC)C.[O:35]1[C:44]2[C:39](=[N:40][C:41]([CH2:45][C:46](O)=[O:47])=[CH:42][CH:43]=2)[O:38][CH2:37][CH2:36]1.CN(C(ON1N=NC2C=CC=CC1=2)=[N+](C)C)C.F[P-](F)(F)(F)(F)F, predict the reaction product. The product is: [CH3:3][C:4]1[N:9]=[CH:8][N:7]=[C:6]([C:10]2[CH:11]=[C:12]3[C:16](=[CH:17][CH:18]=2)[C@H:15]([N:19]2[CH2:22][C:21]4([CH2:27][CH2:26][N:25]([C:46](=[O:47])[CH2:45][C:41]5[N:40]=[C:39]6[O:38][CH2:37][CH2:36][O:35][C:44]6=[CH:43][CH:42]=5)[CH2:24][CH2:23]4)[CH2:20]2)[CH2:14][CH2:13]3)[CH:5]=1. (4) Given the reactants F[B-](F)(F)F.N1(OC(N(C)C)=[N+](C)C)C2C=CC=CC=2N=N1.[CH3:23][O:24][C:25]1[CH:48]=[CH:47][C:28]([CH2:29][NH:30][C:31]2[C:40](/[CH:41]=[CH:42]/[C:43]([OH:45])=O)=[CH:39][C:38]3[C:33](=[CH:34][CH:35]=[C:36]([Br:46])[CH:37]=3)[N:32]=2)=[CH:27][CH:26]=1.[CH:49]1([CH2:55][NH2:56])[CH2:54][CH2:53][CH2:52][CH2:51][CH2:50]1.CCN(C(C)C)C(C)C.C(=O)(O)[O-].[Na+], predict the reaction product. The product is: [CH3:23][O:24][C:25]1[CH:48]=[CH:47][C:28]([CH2:29][NH:30][C:31]2[C:40](/[CH:41]=[CH:42]/[C:43]([NH:56][CH2:55][CH:49]3[CH2:54][CH2:53][CH2:52][CH2:51][CH2:50]3)=[O:45])=[CH:39][C:38]3[C:33](=[CH:34][CH:35]=[C:36]([Br:46])[CH:37]=3)[N:32]=2)=[CH:27][CH:26]=1. (5) Given the reactants [C:1]([O:4][CH2:5][CH:6]([C:12]1[CH:17]=[CH:16][CH:15]=[C:14]([CH:18]2OCC[O:19]2)[CH:13]=1)[CH2:7][O:8][C:9](=[O:11])[CH3:10])(=[O:3])[CH3:2], predict the reaction product. The product is: [C:1]([O:4][CH2:5][CH:6]([C:12]1[CH:17]=[CH:16][CH:15]=[C:14]([CH:18]=[O:19])[CH:13]=1)[CH2:7][O:8][C:9](=[O:11])[CH3:10])(=[O:3])[CH3:2]. (6) Given the reactants [N:1]1([CH2:6][CH2:7][CH2:8][CH2:9][C:10]2[CH:25]=[CH:24][C:13]([O:14][CH2:15][C:16]3[O:17][CH:18]=[C:19]([C:21]([OH:23])=O)[N:20]=3)=[CH:12][CH:11]=2)[CH:5]=[CH:4][N:3]=[N:2]1.[F:26][C:27]1[CH:32]=[CH:31][C:30]([NH2:33])=[CH:29][C:28]=1[N+:34]([O-:36])=[O:35], predict the reaction product. The product is: [F:26][C:27]1[CH:32]=[CH:31][C:30]([NH:33][C:21]([C:19]2[N:20]=[C:16]([CH2:15][O:14][C:13]3[CH:12]=[CH:11][C:10]([CH2:9][CH2:8][CH2:7][CH2:6][N:1]4[CH:5]=[CH:4][N:3]=[N:2]4)=[CH:25][CH:24]=3)[O:17][CH:18]=2)=[O:23])=[CH:29][C:28]=1[N+:34]([O-:36])=[O:35]. (7) Given the reactants [NH2:1][CH2:2][C:3]1([N:7](CC2C=CC=CC=2)CC2C=CC=CC=2)[CH2:6][O:5][CH2:4]1.C1CCCCC=1.[ClH:28], predict the reaction product. The product is: [ClH:28].[ClH:28].[NH2:1][CH2:2][C:3]1([NH2:7])[CH2:6][O:5][CH2:4]1.